From a dataset of Forward reaction prediction with 1.9M reactions from USPTO patents (1976-2016). Predict the product of the given reaction. (1) The product is: [CH2:26]([N:33]1[C:37]2[CH:38]=[CH:39][C:40]3[N:41]([C:42]([CH3:45])=[N:43][N:44]=3)[C:36]=2[CH:35]=[C:34]1[C:46]1[CH:47]=[CH:48][N:49]([C:4]2([CH2:3][C:1]#[N:2])[CH2:5][NH:6][CH2:7]2)[N:50]=1)[C:27]1[CH:28]=[CH:29][CH:30]=[CH:31][CH:32]=1. Given the reactants [C:1]([CH:3]=[C:4]1[CH2:7][N:6](C(OC(C)(C)C)=O)[CH2:5]1)#[N:2].N12CCCN=C1CCCCC2.[CH2:26]([N:33]1[C:37]2[CH:38]=[CH:39][C:40]3[N:41]([C:42]([CH3:45])=[N:43][N:44]=3)[C:36]=2[CH:35]=[C:34]1[C:46]1[NH:50][N:49]=[CH:48][CH:47]=1)[C:27]1[CH:32]=[CH:31][CH:30]=[CH:29][CH:28]=1.Cl.O1CCOCC1, predict the reaction product. (2) Given the reactants CON(C)[C:4]([C:6]1[CH:11]=[CH:10][N:9]([CH3:12])[C:8](=[O:13])[CH:7]=1)=[O:5].[CH2:15]1COC[CH2:16]1, predict the reaction product. The product is: [CH3:12][N:9]1[CH:10]=[CH:11][C:6]([C:4](=[O:5])[CH2:15][CH3:16])=[CH:7][C:8]1=[O:13]. (3) Given the reactants Cl[C:2]1[N:3]=[C:4]([N:13]2[CH2:18][CH2:17][O:16][CH2:15][CH2:14]2)[C:5]2[S:10][C:9]([CH2:11][NH2:12])=[CH:8][C:6]=2[N:7]=1.[CH3:19][O:20][C:21]1[CH:26]=[CH:25][C:24]([CH2:27][C:28](Cl)=[O:29])=[CH:23][CH:22]=1.CC1(C)C(C)(C)OB([C:39]2[CH:47]=[CH:46][CH:45]=[C:44]3[C:40]=2[CH:41]=[N:42][NH:43]3)O1, predict the reaction product. The product is: [NH:43]1[C:44]2[C:40](=[C:39]([C:2]3[N:3]=[C:4]([N:13]4[CH2:18][CH2:17][O:16][CH2:15][CH2:14]4)[C:5]4[S:10][C:9]([CH2:11][NH:12][C:28](=[O:29])[CH2:27][C:24]5[CH:25]=[CH:26][C:21]([O:20][CH3:19])=[CH:22][CH:23]=5)=[CH:8][C:6]=4[N:7]=3)[CH:47]=[CH:46][CH:45]=2)[CH:41]=[N:42]1. (4) The product is: [CH3:1][C:2]([CH3:51])([CH3:50])[C:3](=[O:49])[CH2:4][O:5][C:6]([C:8]1([C:39]([OH:41])=[O:40])[CH2:9][CH2:10][N:11]([CH2:14][C:15]2[CH:16]=[CH:17][C:18]([C:21]3[N:25]=[C:24]([C:26]4[CH:31]=[CH:30][C:29]([C:32]5[CH:37]=[CH:36][CH:35]=[CH:34][CH:33]=5)=[C:28]([F:38])[CH:27]=4)[O:23][N:22]=3)=[CH:19][CH:20]=2)[CH2:12][CH2:13]1)=[O:7]. Given the reactants [CH3:1][C:2]([CH3:51])([CH3:50])[C:3](=[O:49])[CH2:4][O:5][C:6]([C:8]1([C:39]([O:41]CC2C=CC=CC=2)=[O:40])[CH2:13][CH2:12][N:11]([CH2:14][C:15]2[CH:20]=[CH:19][C:18]([C:21]3[N:25]=[C:24]([C:26]4[CH:31]=[CH:30][C:29]([C:32]5[CH:37]=[CH:36][CH:35]=[CH:34][CH:33]=5)=[C:28]([F:38])[CH:27]=4)[O:23][N:22]=3)=[CH:17][CH:16]=2)[CH2:10][CH2:9]1)=[O:7].C(OCC)(=O)C.O1CCCC1, predict the reaction product. (5) Given the reactants Br[C:2]1[C:10]2[N:9]([CH2:11][CH2:12][CH:13]([CH3:15])[CH3:14])[C:8](=[O:16])[N:7]([CH2:17][CH2:18][CH:19]([CH3:21])[CH3:20])[C:6]=2[CH:5]=[C:4](Br)[C:3]=1[C:23]([O:25][CH3:26])=[O:24].C(O)=O.C(N(CC)CC)C.Cl, predict the reaction product. The product is: [CH2:17]([N:7]1[C:6]2[CH:5]=[CH:4][C:3]([C:23]([O:25][CH3:26])=[O:24])=[CH:2][C:10]=2[N:9]([CH2:11][CH2:12][CH:13]([CH3:15])[CH3:14])[C:8]1=[O:16])[CH2:18][CH:19]([CH3:21])[CH3:20]. (6) Given the reactants [CH3:1][C@@H:2]1[NH:8][CH2:7][C:6]2[CH:9]=[CH:10][C:11]([C:13]([O:15][CH3:16])=[O:14])=[CH:12][C:5]=2[O:4][CH2:3]1.I[C:18]1[CH:23]=[CH:22][CH:21]=[CH:20][CH:19]=1.CC1(C)C2C(=C(P(C3C=CC=CC=3)C3C=CC=CC=3)C=CC=2)OC2C(P(C3C=CC=CC=3)C3C=CC=CC=3)=CC=CC1=2.C([O-])([O-])=O.[Cs+].[Cs+], predict the reaction product. The product is: [CH3:1][C@@H:2]1[N:8]([C:18]2[CH:23]=[CH:22][CH:21]=[CH:20][CH:19]=2)[CH2:7][C:6]2[CH:9]=[CH:10][C:11]([C:13]([O:15][CH3:16])=[O:14])=[CH:12][C:5]=2[O:4][CH2:3]1.